From a dataset of Reaction yield outcomes from USPTO patents with 853,638 reactions. Predict the reaction yield, written as a fraction of the theoretical maximum amount of product (1.0 means a 100% yield; for example, 0.34 means a 34% yield). The reactants are [O:1]=[CH:2][C@H:3]([C@@H:5]([C@H:7]([CH2:9][OH:10])[OH:8])[OH:6])[OH:4].[CH3:11]O. The catalyst is Cl. The product is [O:1]([CH3:11])[CH:2]1[O:8][C@@H:7]([CH2:9][OH:10])[C@@H:5]([OH:6])[C@@H:3]1[OH:4]. The yield is 0.950.